Dataset: Catalyst prediction with 721,799 reactions and 888 catalyst types from USPTO. Task: Predict which catalyst facilitates the given reaction. (1) Reactant: Br[C:2]1[CH:14]=[CH:13][C:5]([CH2:6][N:7]2[CH2:12][CH2:11][O:10][CH2:9][CH2:8]2)=[CH:4][CH:3]=1.[CH3:15][C:16]1([CH3:32])[C:20]([CH3:22])([CH3:21])[O:19][B:18]([B:18]2[O:19][C:20]([CH3:22])([CH3:21])[C:16]([CH3:32])([CH3:15])[O:17]2)[O:17]1.CC([O-])=O.[K+]. Product: [CH3:15][C:16]1([CH3:32])[C:20]([CH3:22])([CH3:21])[O:19][B:18]([C:2]2[CH:14]=[CH:13][C:5]([CH2:6][N:7]3[CH2:12][CH2:11][O:10][CH2:9][CH2:8]3)=[CH:4][CH:3]=2)[O:17]1. The catalyst class is: 294. (2) Reactant: [NH2:1][C:2]1[CH:9]=[CH:8][CH:7]=[C:6]([NH:10][CH:11]([CH3:13])[CH3:12])[C:3]=1[C:4]#[N:5].[S:14](Cl)(=[O:17])(=[O:16])[NH2:15]. Product: [S:14]([NH2:1])([NH2:15])(=[O:17])=[O:16].[NH2:1][C:2]1[CH:9]=[CH:8][CH:7]=[C:6]([NH:10][CH:11]([CH3:13])[CH3:12])[C:3]=1[C:4]#[N:5]. The catalyst class is: 287. (3) Reactant: FC(F)(F)C(O)=O.[Br:8][C:9]1[CH:18]=[C:17]2[C:12]([CH:13]=[CH:14][C:15]([C@H:19]([NH:21][C:22]([C:24]3([CH3:35])[CH2:29][CH2:28][CH2:27][N:26]([C:30](=[O:34])[C@@H:31]([NH2:33])[CH3:32])[NH:25]3)=[O:23])[CH3:20])=[N:16]2)=[CH:11][CH:10]=1.[OH:36][C@@H:37]([CH:41]([CH3:43])[CH3:42])[C:38](O)=[O:39].C(N(CC)C(C)C)(C)C.F[P-](F)(F)(F)(F)F.N1(O[P+](N(C)C)(N(C)C)N(C)C)C2C=CC=CC=2N=N1. Product: [Br:8][C:9]1[CH:18]=[C:17]2[C:12]([CH:13]=[CH:14][C:15]([C@H:19]([NH:21][C:22]([C:24]3([CH3:35])[CH2:29][CH2:28][CH2:27][N:26]([C:30](=[O:34])[C@@H:31]([NH:33][C:38](=[O:39])[C@@H:37]([OH:36])[CH:41]([CH3:43])[CH3:42])[CH3:32])[NH:25]3)=[O:23])[CH3:20])=[N:16]2)=[CH:11][CH:10]=1. The catalyst class is: 4.